This data is from Forward reaction prediction with 1.9M reactions from USPTO patents (1976-2016). The task is: Predict the product of the given reaction. (1) Given the reactants [CH3:1][C:2]1[N:3]=[C:4]([CH:7]=O)[S:5][CH:6]=1.C1(P(C2C=CC=CC=2)(C2C=CC=CC=2)=[C:16]2[CH2:20][CH2:19][O:18][C:17]2=[O:21])C=CC=CC=1, predict the reaction product. The product is: [CH3:1][C:2]1[N:3]=[C:4](/[CH:7]=[C:16]2\[C:17](=[O:21])[O:18][CH2:19][CH2:20]\2)[S:5][CH:6]=1. (2) The product is: [CH:1]([O:4][C:5]([N:7]1[CH2:8][CH2:9][CH:10]([O:13][C:14]2[CH:19]=[C:18]([O:20][C:21]3[C:22]([CH3:36])=[N:23][C:24]([NH:27][CH2:28][CH:29]([OH:30])[CH2:33][OH:32])=[CH:25][CH:26]=3)[N:17]=[CH:16][N:15]=2)[CH2:11][CH2:12]1)=[O:6])([CH3:3])[CH3:2]. Given the reactants [CH:1]([O:4][C:5]([N:7]1[CH2:12][CH2:11][CH:10]([O:13][C:14]2[CH:19]=[C:18]([O:20][C:21]3[C:22]([CH3:36])=[N:23][C:24]([NH:27][CH2:28][CH:29]4[CH2:33][O:32]C(C)(C)[O:30]4)=[CH:25][CH:26]=3)[N:17]=[CH:16][N:15]=2)[CH2:9][CH2:8]1)=[O:6])([CH3:3])[CH3:2].Cl, predict the reaction product. (3) Given the reactants NN.[C:3]1([C:9]([N:22]=[C:23]=O)(C2C=CC=CC=2)C2C=CC=CC=2)C=[CH:7][CH:6]=[CH:5][CH:4]=1.CC[OH:27], predict the reaction product. The product is: [CH3:23][N:22]1[CH2:9][CH2:3][CH2:4][CH2:5][C@H:6]1[CH2:7][OH:27]. (4) Given the reactants [Na].C(O[C:5](=[O:12])[CH2:6][C:7]([O:9][CH2:10][CH3:11])=[O:8])C.C(OC(=O)/[CH:17]=[C:18](\[NH2:20])/[CH3:19])C.[CH2:22]([OH:24])C, predict the reaction product. The product is: [CH2:10]([O:9][C:7](=[O:8])[C:6]1[C:5]([OH:12])=[CH:17][C:18]([CH3:19])=[N:20][C:22]=1[OH:24])[CH3:11]. (5) The product is: [C:23]([C:27]1[N:28]=[C:29]([N:36]2[CH2:40][C:39]([F:41])([F:42])[C:38]([F:43])([F:44])[CH2:37]2)[C:30]2[C:31](=[N:33][N:34]([CH2:46][C:47]3[C:51]([CH3:52])=[N:50][O:49][N:48]=3)[N:35]=2)[N:32]=1)([CH3:26])([CH3:24])[CH3:25]. Given the reactants C(C1N=C(N2CCC(F)(F)C2)C2C(=NN(CC)N=2)N=1)(C)(C)C.[C:23]([C:27]1[N:28]=[C:29]([N:36]2[CH2:40][C:39]([F:42])([F:41])[C:38]([F:44])([F:43])[CH2:37]2)[C:30]2[N:35]=[N:34][NH:33][C:31]=2[N:32]=1)([CH3:26])([CH3:25])[CH3:24].Br[CH2:46][C:47]1[C:51]([CH3:52])=[N:50][O:49][N:48]=1, predict the reaction product. (6) Given the reactants Br[C:2]1[CH:3]=[C:4]([C:8]2([C:14]3[CH:19]=[CH:18][C:17]([O:20][CH2:21][CH3:22])=[C:16]([CH3:23])[CH:15]=3)[CH2:12][O:11][C:10]([NH2:13])=[N:9]2)[CH:5]=[CH:6][CH:7]=1.CC(C)([O-])C.[Na+].C(P(C(C)(C)C)C1C=CC=CC=1C1C(C(C)C)=CC(C(C)C)=CC=1C(C)C)(C)(C)C.[CH3:60][O:61][C:62]1[CH:63]=[C:64]([CH:66]=[CH:67][CH:68]=1)[NH2:65], predict the reaction product. The product is: [CH2:21]([O:20][C:17]1[CH:18]=[CH:19][C:14]([C:8]2([C:4]3[CH:5]=[CH:6][CH:7]=[C:2]([NH:65][C:64]4[CH:66]=[CH:67][CH:68]=[C:62]([O:61][CH3:60])[CH:63]=4)[CH:3]=3)[CH2:12][O:11][C:10]([NH2:13])=[N:9]2)=[CH:15][C:16]=1[CH3:23])[CH3:22]. (7) Given the reactants Br[CH2:2][CH2:3][O:4][C:5]1[CH:14]=[C:13]2[C:8]([C:9]([O:15][C:16]3[CH:21]=[CH:20][C:19]([NH:22][C:23]([NH:25][C:26]4[CH:31]=[CH:30][C:29]([F:32])=[CH:28][C:27]=4[F:33])=[O:24])=[C:18]([Cl:34])[CH:17]=3)=[CH:10][CH:11]=[N:12]2)=[CH:7][C:6]=1[O:35][CH3:36].C(=O)([O-])[O-].[K+].[K+].[CH3:43][N:44]1[CH2:49][CH2:48][NH:47][CH2:46][CH2:45]1.O, predict the reaction product. The product is: [Cl:34][C:18]1[CH:17]=[C:16]([O:15][C:9]2[C:8]3[C:13](=[CH:14][C:5]([O:4][CH2:3][CH2:2][N:47]4[CH2:48][CH2:49][N:44]([CH3:43])[CH2:45][CH2:46]4)=[C:6]([O:35][CH3:36])[CH:7]=3)[N:12]=[CH:11][CH:10]=2)[CH:21]=[CH:20][C:19]=1[NH:22][C:23]([NH:25][C:26]1[CH:31]=[CH:30][C:29]([F:32])=[CH:28][C:27]=1[F:33])=[O:24]. (8) Given the reactants [CH:1]([O:3][CH2:4][CH2:5][OH:6])=[CH2:2].[H-].[Na+].Br[CH2:10][CH2:11][CH2:12][CH2:13][CH2:14][CH2:15][C:16]([O:18][CH2:19][CH3:20])=[O:17].O, predict the reaction product. The product is: [CH2:2]=[CH:1][O:3][CH2:4][CH2:5][O:6][CH2:10][CH2:11][CH2:12][CH2:13][CH2:14][CH2:15][C:16]([O:18][CH2:19][CH3:20])=[O:17]. (9) Given the reactants [CH3:1][O:2][C:3]1[CH:8]=[CH:7][CH:6]=[CH:5][C:4]=1[C:9]1[N:14]=[C:13]([C:15]2[CH:20]=[CH:19][CH:18]=[CH:17][N:16]=2)[CH:12]=[CH:11][CH:10]=1.[CH3:21][O:22][C:23]1[CH:28]=[CH:27][CH:26]=[CH:25][C:24]=1[Li].[Cl-].[NH4+].[Mn]([O-])(=O)(=O)=O.[K+], predict the reaction product. The product is: [CH3:1][O:2][C:3]1[CH:8]=[CH:7][CH:6]=[CH:5][C:4]=1[C:9]1[N:14]=[C:13]([C:15]2[CH:20]=[CH:19][CH:18]=[C:17]([C:24]3[CH:25]=[CH:26][CH:27]=[CH:28][C:23]=3[O:22][CH3:21])[N:16]=2)[CH:12]=[CH:11][CH:10]=1.